This data is from Catalyst prediction with 721,799 reactions and 888 catalyst types from USPTO. The task is: Predict which catalyst facilitates the given reaction. (1) Reactant: S(Cl)(Cl)=O.[CH3:5][C:6]1[N:11]=[CH:10][C:9]([CH2:12][OH:13])=[CH:8][CH:7]=1.[C:14]1(O)[CH:19]=[CH:18][CH:17]=[CH:16][CH:15]=1.C(=O)([O-])[O-].[K+].[K+]. Product: [CH3:5][C:6]1[CH:7]=[CH:8][C:9]([CH2:12][O:13][C:14]2[CH:19]=[CH:18][CH:17]=[CH:16][CH:15]=2)=[CH:10][N:11]=1. The catalyst class is: 9. (2) Reactant: [CH3:1][O:2][C:3](=[O:24])[C:4]1[CH:9]=[CH:8][C:7]([NH:10][CH2:11][CH2:12][NH:13][C:14]([O:16][C:17]([CH3:20])([CH3:19])[CH3:18])=[O:15])=[C:6]([N+:21]([O-])=O)[CH:5]=1. Product: [CH3:1][O:2][C:3](=[O:24])[C:4]1[CH:9]=[CH:8][C:7]([NH:10][CH2:11][CH2:12][NH:13][C:14]([O:16][C:17]([CH3:18])([CH3:20])[CH3:19])=[O:15])=[C:6]([NH2:21])[CH:5]=1. The catalyst class is: 515.